The task is: Predict the reactants needed to synthesize the given product.. This data is from Full USPTO retrosynthesis dataset with 1.9M reactions from patents (1976-2016). (1) Given the product [CH3:26][C:24]1([CH3:25])[C:20]([CH3:34])([CH3:19])[O:21][B:22]([C:27]2[CH:32]=[CH:31][C:30]([O:33][CH:59]3[CH2:60][CH2:55][CH2:56][N:57]([C:61]([O:63][C:64]([CH3:67])([CH3:66])[CH3:65])=[O:62])[CH2:58]3)=[CH:29][CH:28]=2)[O:23]1, predict the reactants needed to synthesize it. The reactants are: N(/C(N1CCCCC1)=O)=N\C(N1CCCCC1)=O.[CH3:19][C:20]1([CH3:34])[C:24]([CH3:26])([CH3:25])[O:23][B:22]([C:27]2[CH:32]=[CH:31][C:30]([OH:33])=[CH:29][CH:28]=2)[O:21]1.C1(P(C2C=CC=CC=2)C2C=CC=CC=2)C=CC=CC=1.O[CH:55]1[CH2:60][CH2:59][CH2:58][N:57]([C:61]([O:63][C:64]([CH3:67])([CH3:66])[CH3:65])=[O:62])[CH2:56]1. (2) The reactants are: C[O:2][C:3]1[CH:4]=[C:5]2[C:10](=[CH:11][CH:12]=1)[CH:9]=[C:8]([C@:13]1([CH3:19])[CH2:17][O:16][C:15](=[O:18])[NH:14]1)[CH:7]=[CH:6]2.B(Br)(Br)Br. Given the product [OH:2][C:3]1[CH:4]=[C:5]2[C:10](=[CH:11][CH:12]=1)[CH:9]=[C:8]([C@:13]1([CH3:19])[CH2:17][O:16][C:15](=[O:18])[NH:14]1)[CH:7]=[CH:6]2, predict the reactants needed to synthesize it. (3) The reactants are: [O:1]1[C:7]2[CH:8]=[C:9]([C:12]([O:14][CH3:15])=[O:13])[CH:10]=[CH:11][C:6]=2[CH2:5][NH:4][CH2:3][CH2:2]1.[C:16]([O:20][C:21]([N:23]1[CH2:33][CH2:32][CH2:31][C:25]2([CH:27]([C:28](O)=[O:29])[CH2:26]2)[CH2:24]1)=[O:22])([CH3:19])([CH3:18])[CH3:17].ClC(Cl)C.CCN(CC)CC. Given the product [C:16]([O:20][C:21]([N:23]1[CH2:33][CH2:32][CH2:31][C:25]2([CH:27]([C:28]([N:4]3[CH2:5][C:6]4[CH:11]=[CH:10][C:9]([C:12]([O:14][CH3:15])=[O:13])=[CH:8][C:7]=4[O:1][CH2:2][CH2:3]3)=[O:29])[CH2:26]2)[CH2:24]1)=[O:22])([CH3:19])([CH3:17])[CH3:18], predict the reactants needed to synthesize it. (4) The reactants are: [CH:1]1([N:4]([C@H:14]2[CH2:19][CH2:18][C@H:17]([CH2:20][C:21](OC)=[O:22])[CH2:16][CH2:15]2)[C:5](=[O:13])[C:6]2[CH:11]=[CH:10][CH:9]=[C:8]([F:12])[CH:7]=2)[CH2:3][CH2:2]1.[H-].[Al+3].[Li+].[H-].[H-].[H-]. Given the product [CH:1]1([N:4]([C@H:14]2[CH2:19][CH2:18][C@H:17]([CH2:20][CH2:21][OH:22])[CH2:16][CH2:15]2)[C:5](=[O:13])[C:6]2[CH:11]=[CH:10][CH:9]=[C:8]([F:12])[CH:7]=2)[CH2:3][CH2:2]1, predict the reactants needed to synthesize it. (5) Given the product [C:30]([C:29]1[CH:33]=[C:25]([C:24]2[C:19]([C@@H:9]([NH:8][C:45]([CH:41]3[CH2:42][CH2:43][CH2:44][N:40]3[C:38]([O:37][CH2:35][CH3:36])=[O:39])=[O:46])[CH2:10][C:11]3[CH:12]=[C:13]([F:18])[CH:14]=[C:15]([F:17])[CH:16]=3)=[N:20][CH:21]=[CH:22][CH:23]=2)[CH:26]=[CH:27][C:28]=1[F:34])(=[O:31])[NH2:32], predict the reactants needed to synthesize it. The reactants are: FC(F)(F)C(O)=O.[NH2:8][C@H:9]([C:19]1[C:24]([C:25]2[CH:26]=[CH:27][C:28]([F:34])=[C:29]([CH:33]=2)[C:30]([NH2:32])=[O:31])=[CH:23][CH:22]=[CH:21][N:20]=1)[CH2:10][C:11]1[CH:16]=[C:15]([F:17])[CH:14]=[C:13]([F:18])[CH:12]=1.[CH2:35]([O:37][C:38]([N:40]1[CH2:44][CH2:43][CH2:42][CH:41]1[C:45](O)=[O:46])=[O:39])[CH3:36].